Task: Predict the reaction yield, written as a fraction of the theoretical maximum amount of product (1.0 means a 100% yield; for example, 0.34 means a 34% yield).. Dataset: Reaction yield outcomes from USPTO patents with 853,638 reactions (1) The reactants are C(O)(=O)/C=C\C(O)=O.C1(CN2CCC(C[CH2:23][C:24]3[C:28]4[CH:29]=[C:30]5[CH2:35][C:34](=[O:36])[NH:33][C:31]5=[CH:32][C:27]=4[O:26][N:25]=3)CC2)C=CC=CC=1.N1C=CC=CC=1.O. The catalyst is CN(C)C=O. The product is [CH3:23][C:24]1[C:28]2[CH:29]=[C:30]3[CH2:35][C:34](=[O:36])[NH:33][C:31]3=[CH:32][C:27]=2[O:26][N:25]=1. The yield is 0.650. (2) The reactants are [CH3:1][C:2]1[CH:3]=[C:4]2[C:10]([C:11]([O:13][CH3:14])=[O:12])=[N:9][NH:8][C:5]2=[CH:6][N:7]=1.[I:15][C:16]1[CH:17]=[C:18](B(O)O)[CH:19]=[CH:20][CH:21]=1. No catalyst specified. The product is [I:15][C:16]1[CH:21]=[C:20]([N:8]2[C:5]3=[CH:6][N:7]=[C:2]([CH3:1])[CH:3]=[C:4]3[C:10]([C:11]([O:13][CH3:14])=[O:12])=[N:9]2)[CH:19]=[CH:18][CH:17]=1. The yield is 0.450. (3) The reactants are [Cl:1][C:2]1[N:10]=[C:9]([Cl:11])[CH:8]=[C:7]([CH3:12])[C:3]=1[C:4]([OH:6])=[O:5].C(OC[CH2:18][CH2:19][CH3:20])(=O)C.Cl(O)(=O)(=O)=O.[CH2:26](Cl)Cl. No catalyst specified. The product is [Cl:1][C:2]1[N:10]=[C:9]([Cl:11])[CH:8]=[C:7]([CH3:12])[C:3]=1[C:4]([O:6][C:19]([CH3:18])([CH3:20])[CH3:26])=[O:5]. The yield is 0.950. (4) The reactants are C[O:2][C:3](=[O:26])[CH2:4][S:5][CH2:6][CH2:7][CH2:8][S:9][C@H:10]1[C:14](=[O:15])[CH2:13][C@@H:12]([OH:16])[C@@H:11]1/[CH:17]=[CH:18]/[C@@H:19]([OH:25])[CH2:20][CH2:21][CH2:22][CH2:23][CH3:24].P([O-])([O-])([O-])=O. The catalyst is CC#N. The product is [OH:16][C@@H:12]1[CH2:13][C:14](=[O:15])[C@H:10]([S:9][CH2:8][CH2:7][CH2:6][S:5][CH2:4][C:3]([OH:26])=[O:2])[C@H:11]1/[CH:17]=[CH:18]/[C@@H:19]([OH:25])[CH2:20][CH2:21][CH2:22][CH2:23][CH3:24]. The yield is 0.110. (5) The reactants are [F:1][C:2]1[CH:15]=[CH:14][C:5]([CH2:6][C:7]2[CH:12]=[CH:11][CH:10]=[CH:9][C:8]=2[OH:13])=[CH:4][CH:3]=1.[CH3:16]N(C=O)C.C(=O)([O-])[O-].[K+].[K+].CI. The catalyst is C(OCC)(=O)C. The product is [F:1][C:2]1[CH:3]=[CH:4][C:5]([CH2:6][C:7]2[CH:12]=[CH:11][CH:10]=[CH:9][C:8]=2[O:13][CH3:16])=[CH:14][CH:15]=1. The yield is 0.880.